From a dataset of Plasma protein binding rate (PPBR) regression data from AstraZeneca. Regression/Classification. Given a drug SMILES string, predict its absorption, distribution, metabolism, or excretion properties. Task type varies by dataset: regression for continuous measurements (e.g., permeability, clearance, half-life) or binary classification for categorical outcomes (e.g., BBB penetration, CYP inhibition). For this dataset (ppbr_az), we predict Y. The compound is Nc1scc2c(C(=O)NC3CC3)nn(-c3ccc(Cl)cc3)c(=O)c12. The Y is 98.2 %.